From a dataset of CYP2C19 inhibition data for predicting drug metabolism from PubChem BioAssay. Regression/Classification. Given a drug SMILES string, predict its absorption, distribution, metabolism, or excretion properties. Task type varies by dataset: regression for continuous measurements (e.g., permeability, clearance, half-life) or binary classification for categorical outcomes (e.g., BBB penetration, CYP inhibition). Dataset: cyp2c19_veith. The result is 1 (inhibitor). The drug is Cc1ccc(C(=O)CSc2ncnc3sc4c(c23)CCCC4)cc1.